Dataset: Full USPTO retrosynthesis dataset with 1.9M reactions from patents (1976-2016). Task: Predict the reactants needed to synthesize the given product. (1) Given the product [Br:11][C:8]1[CH:9]=[C:4]([O:3][CH2:1][CH3:2])[CH:5]=[CH:6][C:7]=1[OH:10], predict the reactants needed to synthesize it. The reactants are: [CH2:1]([O:3][C:4]1[CH:9]=[CH:8][C:7]([OH:10])=[CH:6][CH:5]=1)[CH3:2].[Br:11]Br. (2) The reactants are: Br.[O:2]1[CH2:7][CH2:6][N:5]([C:8]([NH2:10])=[NH:9])[CH2:4][CH2:3]1.C([O:13][CH:14]=[C:15]([C:21](OCC)=O)[C:16]([O:18][CH2:19][CH3:20])=[O:17])C.C(=O)([O-])[O-].[K+].[K+]. Given the product [O:2]1[CH2:7][CH2:6][N:5]([C:8]2[NH:10][C:14](=[O:13])[C:15]([C:16]([O:18][CH2:19][CH3:20])=[O:17])=[CH:21][N:9]=2)[CH2:4][CH2:3]1, predict the reactants needed to synthesize it. (3) Given the product [OH:20][C:10]1[C:11]2[N:15]=[C:14]([CH3:16])[N:13]([CH3:17])[C:12]=2[CH:18]=[CH:19][C:9]=1[C:7]([C@H:5]1[C@H:4]([C:21]2[CH:26]=[CH:25][CH:24]=[CH:23][CH:22]=2)[O:3][C:2]([CH3:27])([CH3:1])[O:6]1)=[O:8], predict the reactants needed to synthesize it. The reactants are: [CH3:1][C:2]1([CH3:27])[O:6][C@@H:5]([C:7]([CH:9]2[CH2:19][CH2:18][C:12]3[N:13]([CH3:17])[C:14]([CH3:16])=[N:15][C:11]=3[C:10]2=[O:20])=[O:8])[C@H:4]([C:21]2[CH:26]=[CH:25][CH:24]=[CH:23][CH:22]=2)[O:3]1.